Dataset: Forward reaction prediction with 1.9M reactions from USPTO patents (1976-2016). Task: Predict the product of the given reaction. (1) Given the reactants [Br:1][C:2]1[N:7]=[C:6]([C:8]([CH3:10])=[CH2:9])[C:5]([F:11])=[CH:4][CH:3]=1.[OH2:12].C[N+]1([O-])CC[O:17]CC1.S(S([O-])=O)([O-])=O.[Na+].[Na+], predict the reaction product. The product is: [Br:1][C:2]1[N:7]=[C:6]([C:8]([OH:17])([CH3:10])[CH2:9][OH:12])[C:5]([F:11])=[CH:4][CH:3]=1. (2) Given the reactants [NH2:1][C:2]1[CH:3]=[C:4]([CH:7]=[CH:8][CH:9]=1)[CH2:5][OH:6].C(=O)([O-])[O-].[Na+].[Na+].Cl[C:17]([O:19][CH2:20][CH2:21][CH2:22][Cl:23])=[O:18].O, predict the reaction product. The product is: [OH:6][CH2:5][C:4]1[CH:3]=[C:2]([NH:1][C:17](=[O:18])[O:19][CH2:20][CH2:21][CH2:22][Cl:23])[CH:9]=[CH:8][CH:7]=1. (3) Given the reactants I[CH2:2][CH3:3].[C:4]([O:8][C:9](=[O:23])[NH:10][C@@H:11]1[C:17](=[O:18])[NH:16][C:15]2[CH:19]=[CH:20][CH:21]=[CH:22][C:14]=2[O:13][CH2:12]1)([CH3:7])([CH3:6])[CH3:5], predict the reaction product. The product is: [C:4]([O:8][C:9](=[O:23])[NH:10][C@@H:11]1[C:17](=[O:18])[N:16]([CH2:2][CH3:3])[C:15]2[CH:19]=[CH:20][CH:21]=[CH:22][C:14]=2[O:13][CH2:12]1)([CH3:7])([CH3:5])[CH3:6]. (4) Given the reactants Br[C:2]1[C:11]2[C:6](=[CH:7][CH:8]=[C:9]([O:12][C:13]3[CH:18]=[CH:17][CH:16]=[CH:15][CH:14]=3)[CH:10]=2)[C:5]([OH:19])=[CH:4][N:3]=1.[C:20]([O-])(=O)[CH3:21].[Na+].CO.[C:27]([O:30][CH2:31][CH3:32])(=[O:29])C, predict the reaction product. The product is: [CH2:31]([O:30][C:27]([C:4]1[N:3]=[CH:2][C:11]2[C:6]([C:5]=1[OH:19])=[CH:7][CH:8]=[C:9]([O:12][C:13]1[CH:18]=[CH:17][CH:16]=[CH:15][CH:14]=1)[CH:10]=2)=[O:29])[CH2:32][CH2:20][CH3:21]. (5) Given the reactants C(OC([N:11]1[CH:16]=[CH:15][N:14]([CH2:17][C:18]2[CH:23]=[CH:22][C:21]([F:24])=[CH:20][CH:19]=2)[C:13](=[O:25])[CH2:12]1)=O)C1C=CC=CC=1, predict the reaction product. The product is: [F:24][C:21]1[CH:22]=[CH:23][C:18]([CH2:17][N:14]2[CH2:15][CH2:16][NH:11][CH2:12][C:13]2=[O:25])=[CH:19][CH:20]=1. (6) Given the reactants O[C:2]1[C:3](O)=[C:4]([CH:13]=[CH:14][CH:15]=1)[C:5]([C:7]1[CH:12]=[CH:11]C=[CH:9][CH:8]=1)=O.[CH2:17]([OH:20])[CH2:18][OH:19].[CH:21]([O-:25])([O-])OC.C(OCC)(=[O:28])C, predict the reaction product. The product is: [OH:28][C:15]1[CH:2]=[CH:3][C:4]([C:5]2([C:7]3[CH:8]=[CH:9][C:21]([OH:25])=[CH:11][CH:12]=3)[O:20][CH2:17][CH2:18][O:19]2)=[CH:13][CH:14]=1. (7) Given the reactants [H-].[Na+].[Cl:3][C:4]1[CH:5]=[C:6]2[C:10](=[CH:11][CH:12]=1)[NH:9][C:8]([C:13]1[CH:18]=[CH:17][C:16]([Cl:19])=[CH:15][CH:14]=1)=[C:7]2[CH2:20][CH2:21][C:22]([OH:24])=[O:23].I[CH3:26].O, predict the reaction product. The product is: [Cl:3][C:4]1[CH:5]=[C:6]2[C:10](=[CH:11][CH:12]=1)[N:9]([CH3:26])[C:8]([C:13]1[CH:14]=[CH:15][C:16]([Cl:19])=[CH:17][CH:18]=1)=[C:7]2[CH2:20][CH2:21][C:22]([OH:24])=[O:23].